From a dataset of Catalyst prediction with 721,799 reactions and 888 catalyst types from USPTO. Predict which catalyst facilitates the given reaction. (1) Reactant: [Cl:1][C:2]1[CH:7]=[C:6]([N+:8]([O-:10])=[O:9])[CH:5]=[CH:4][C:3]=1[NH:11][C:12](=[O:18])[O:13][CH2:14][CH2:15][CH2:16]Cl.C(=O)([O-])[O-].[K+].[K+]. Product: [Cl:1][C:2]1[CH:7]=[C:6]([N+:8]([O-:10])=[O:9])[CH:5]=[CH:4][C:3]=1[N:11]1[CH2:16][CH2:15][CH2:14][O:13][C:12]1=[O:18]. The catalyst class is: 10. (2) Reactant: [CH3:1][CH:2]([CH3:33])[C:3]1[N:4]=[C:5]([N:27]([CH3:32])[S:28]([CH3:31])(=[O:30])=[O:29])[N:6]=[C:7]([C:20]2[CH:25]=[CH:24][C:23]([F:26])=[CH:22][CH:21]=2)[C:8]=1/[CH:9]=[CH:10]/[C@H:11]([CH2:13][C@H:14]([CH2:16][C:17]([O-:19])=[O:18])[OH:15])[OH:12].[CH3:1][CH:2]([CH3:33])[C:3]1[N:4]=[C:5]([N:27]([CH3:32])[S:28]([CH3:31])(=[O:29])=[O:30])[N:6]=[C:7]([C:20]2[CH:21]=[CH:22][C:23]([F:26])=[CH:24][CH:25]=2)[C:8]=1/[CH:9]=[CH:10]/[C@H:11]([CH2:13][C@H:14]([CH2:16][C:17]([O-:19])=[O:18])[OH:15])[OH:12].[Ca+2].CC(C1C(/C=C/[C@H]2OC(=O)C[C@H](O)C2)=C(C2C=CC(F)=CC=2)N=C(N(S(C)(=O)=O)C)N=1)C.[Na].[OH-].[Na+:102]. Product: [CH3:33][CH:2]([C:3]1[C:8]([CH:9]=[CH:10][CH:11]([OH:12])[CH2:13][CH:14]([OH:15])[CH2:16][C:17]([O-:19])=[O:18])=[C:7]([C:20]2[CH:21]=[CH:22][C:23]([F:26])=[CH:24][CH:25]=2)[N:6]=[C:5]([N:27]([S:28]([CH3:31])(=[O:30])=[O:29])[CH3:32])[N:4]=1)[CH3:1].[Na+:102]. The catalyst class is: 6. (3) Reactant: [CH2:1]([C:3]1[CH:11]=[CH:10][C:6]([C:7](Cl)=[O:8])=[CH:5][CH:4]=1)[CH3:2].Cl.[NH2:13][CH2:14][C:15]1[CH:16]=[C:17]2[C:21](=[CH:22][CH:23]=1)[C:20](=[O:24])[N:19]([C@@:25]1([CH3:33])[CH2:30][CH2:29][C:28](=[O:31])[NH:27][C:26]1=[O:32])[C:18]2=[O:34]. Product: [CH2:1]([C:3]1[CH:11]=[CH:10][C:6]([C:7]([NH:13][CH2:14][C:15]2[CH:16]=[C:17]3[C:21](=[CH:22][CH:23]=2)[C:20](=[O:24])[N:19]([C@@:25]2([CH3:33])[CH2:30][CH2:29][C:28](=[O:31])[NH:27][C:26]2=[O:32])[C:18]3=[O:34])=[O:8])=[CH:5][CH:4]=1)[CH3:2]. The catalyst class is: 10. (4) Reactant: [Cl:1][C:2]1[C:11]([N+:12]([O-:14])=[O:13])=[C:10](Cl)[C:9]2[C:4](=[CH:5][CH:6]=[CH:7][CH:8]=2)[N:3]=1.C(N(CC)CC)C.[NH2:23][CH2:24][CH2:25][CH2:26][OH:27].O. Product: [Cl:1][C:2]1[C:11]([N+:12]([O-:14])=[O:13])=[C:10]([NH:23][CH2:24][CH2:25][CH2:26][OH:27])[C:9]2[C:4](=[CH:5][CH:6]=[CH:7][CH:8]=2)[N:3]=1. The catalyst class is: 3. (5) Reactant: [Cl:1][C:2]1[C:7]([CH:8]=O)=[C:6]([Cl:10])[N:5]=[CH:4][N:3]=1.[NH2:11][OH:12].Cl.C([O-])(=O)C.[Na+]. Product: [Cl:1][C:2]1[C:7]([CH:8]=[N:11][OH:12])=[C:6]([Cl:10])[N:5]=[CH:4][N:3]=1. The catalyst class is: 84.